From a dataset of Catalyst prediction with 721,799 reactions and 888 catalyst types from USPTO. Predict which catalyst facilitates the given reaction. (1) Reactant: [F:1][C:2]1[CH:3]=[C:4]([CH:35]=[CH:36][C:37]=1[F:38])[CH2:5][NH:6][C:7]([C:9]1[C:17]2[C:12](=[CH:13][C:14]([O:18][CH:19]([CH3:21])[CH3:20])=[CH:15][CH:16]=2)[N:11]([CH2:22][C:23]2[CH:28]=[CH:27][CH:26]=[CH:25][N:24]=2)[C:10]=1[C:29]([O:31]C(C)C)=[O:30])=[O:8].[OH-].[Na+]. Product: [F:1][C:2]1[CH:3]=[C:4]([CH:35]=[CH:36][C:37]=1[F:38])[CH2:5][NH:6][C:7]([C:9]1[C:17]2[C:12](=[CH:13][C:14]([O:18][CH:19]([CH3:21])[CH3:20])=[CH:15][CH:16]=2)[N:11]([CH2:22][C:23]2[CH:28]=[CH:27][CH:26]=[CH:25][N:24]=2)[C:10]=1[C:29]([OH:31])=[O:30])=[O:8]. The catalyst class is: 5. (2) Reactant: [C:9](O[C:9]([O:11][C:12]([CH3:15])([CH3:14])[CH3:13])=[O:10])([O:11][C:12]([CH3:15])([CH3:14])[CH3:13])=[O:10].[NH2:16][CH2:17][CH2:18][O:19][CH2:20][CH2:21][OH:22].O. Product: [OH:22][CH2:21][CH2:20][O:19][CH2:18][CH2:17][NH:16][C:9](=[O:10])[O:11][C:12]([CH3:13])([CH3:14])[CH3:15]. The catalyst class is: 22. (3) Reactant: [ClH:1].[F:2][C:3]1[CH:39]=[CH:38][C:6]([CH2:7][N:8]2[C:17](=[O:18])[C:16]3[C:11](=[CH:12][CH:13]=[C:14]([C:19]([C:21]4[N:25]5[CH:26]=[CH:27][CH:28]=[CH:29][C:24]5=[C:23]([C:30]5[CH:31]=[N:32][CH:33]=[CH:34][CH:35]=5)[N:22]=4)=[O:20])[CH:15]=3)[N:10]([CH3:36])[C:9]2=[O:37])=[CH:5][CH:4]=1. Product: [ClH:1].[F:2][C:3]1[CH:4]=[CH:5][C:6]([CH2:7][N:8]2[C:17](=[O:18])[C:16]3[C:11](=[CH:12][CH:13]=[C:14]([C:19]([C:21]4[N:25]5[CH:26]=[CH:27][CH:28]=[CH:29][C:24]5=[C:23]([C:30]5[CH:31]=[N:32][CH:33]=[CH:34][CH:35]=5)[N:22]=4)=[O:20])[CH:15]=3)[N:10]([CH3:36])[C:9]2=[O:37])=[CH:38][CH:39]=1. The catalyst class is: 798. (4) Reactant: Br[CH2:2][CH2:3][CH2:4][CH2:5][CH2:6][CH2:7][CH2:8][CH2:9][CH2:10][OH:11].FC(F)(F)C(O)=O.[CH3:19][C:20]1[S:24][C:23]([C:25]([N:27]2[CH2:32][C:31]3([CH2:37][CH2:36][NH:35][CH2:34][CH2:33]3)[O:30][CH2:29][CH2:28]2)=[O:26])=[CH:22][CH:21]=1.C(N(CC)CC)C. Product: [OH:11][CH2:10][CH2:9][CH2:8][CH2:7][CH2:6][CH2:5][CH2:4][CH2:3][CH2:2][N:35]1[CH2:36][CH2:37][C:31]2([O:30][CH2:29][CH2:28][N:27]([C:25]([C:23]3[S:24][C:20]([CH3:19])=[CH:21][CH:22]=3)=[O:26])[CH2:32]2)[CH2:33][CH2:34]1. The catalyst class is: 23. (5) Reactant: [F:1][C:2]([F:7])([F:6])[C:3]([OH:5])=[O:4].[Cl:8][C:9]1[CH:10]=[C:11]([C:19]2[S:23][C:22]([N:24]3[C:41]([CH3:42])=[C:27]4[CH2:28][N:29]([CH2:32][CH2:33][C:34]([O:36]C(C)(C)C)=[O:35])[CH2:30][CH2:31][C:26]4=[N:25]3)=[N:21][N:20]=2)[CH:12]=[CH:13][C:14]=1[O:15][CH:16]([CH3:18])[CH3:17]. Product: [F:1][C:2]([F:7])([F:6])[C:3]([OH:5])=[O:4].[Cl:8][C:9]1[CH:10]=[C:11]([C:19]2[S:23][C:22]([N:24]3[C:41]([CH3:42])=[C:27]4[CH2:28][N:29]([CH2:32][CH2:33][C:34]([OH:36])=[O:35])[CH2:30][CH2:31][C:26]4=[N:25]3)=[N:21][N:20]=2)[CH:12]=[CH:13][C:14]=1[O:15][CH:16]([CH3:17])[CH3:18]. The catalyst class is: 2.